From a dataset of Forward reaction prediction with 1.9M reactions from USPTO patents (1976-2016). Predict the product of the given reaction. (1) The product is: [N:1]1[CH:6]=[CH:5][CH:4]=[C:3]([S:7]([NH2:11])(=[O:9])=[O:8])[CH:2]=1. Given the reactants [N:1]1[CH:6]=[CH:5][CH:4]=[C:3]([S:7](Cl)(=[O:9])=[O:8])[CH:2]=1.[NH3:11].O1CCOCC1, predict the reaction product. (2) Given the reactants [CH3:1][C:2]1[N:6]=[C:5]([NH2:7])[NH:4][N:3]=1.[CH3:8][C@@H:9]1[CH2:14][C:13](=O)[CH2:12][C@H:11]([CH3:16])[O:10]1.C(O[BH-](OC(=O)C)OC(=O)C)(=O)C.[Na+], predict the reaction product. The product is: [CH3:8][C@@H:9]1[CH2:14][CH:13]([NH:7][C:5]2[NH:4][N:3]=[C:2]([CH3:1])[N:6]=2)[CH2:12][C@H:11]([CH3:16])[O:10]1. (3) Given the reactants [F:1][C@H:2]1[C@@H:7]([O:8][C:9]2[CH:16]=[CH:15][C:14]([C:17]3[N:22]=[C:21]([NH:23][C:24]4[CH:29]=[CH:28][C:27]([N:30]5[CH2:35][CH2:34][CH:33]([N:36]6[CH2:41][CH2:40][O:39][CH2:38][CH2:37]6)[CH2:32][CH2:31]5)=[C:26]([O:42][CH3:43])[CH:25]=4)[N:20]=[CH:19][N:18]=3)=[CH:13][C:10]=2[C:11]#[N:12])[CH2:6][CH2:5][NH:4][CH2:3]1.C(N(CC)C(C)C)(C)C.CN(C(ON1N=NC2C=CC=NC1=2)=[N+](C)C)C.F[P-](F)(F)(F)(F)F.[OH:77][CH2:78][C:79](O)=[O:80], predict the reaction product. The product is: [F:1][C@H:2]1[C@@H:7]([O:8][C:9]2[CH:16]=[CH:15][C:14]([C:17]3[N:22]=[C:21]([NH:23][C:24]4[CH:29]=[CH:28][C:27]([N:30]5[CH2:35][CH2:34][CH:33]([N:36]6[CH2:41][CH2:40][O:39][CH2:38][CH2:37]6)[CH2:32][CH2:31]5)=[C:26]([O:42][CH3:43])[CH:25]=4)[N:20]=[CH:19][N:18]=3)=[CH:13][C:10]=2[C:11]#[N:12])[CH2:6][CH2:5][N:4]([C:78](=[O:77])[CH2:79][OH:80])[CH2:3]1. (4) Given the reactants Br[C:2]1[CH:3]=[C:4]([C:15]([NH:17][CH2:18][C:19]2[C:20](=[O:27])[NH:21][C:22]([CH3:26])=[CH:23][C:24]=2[CH3:25])=[O:16])[C:5]2[C:6]([CH3:14])=[N:7][N:8]([CH:11]([CH3:13])[CH3:12])[C:9]=2[CH:10]=1.[F:28][C:29]1[CH:34]=[CH:33][C:32](B(O)O)=[CH:31][CH:30]=1.C(=O)(O)[O-].[Na+], predict the reaction product. The product is: [CH3:25][C:24]1[CH:23]=[C:22]([CH3:26])[NH:21][C:20](=[O:27])[C:19]=1[CH2:18][NH:17][C:15]([C:4]1[C:5]2[C:6]([CH3:14])=[N:7][N:8]([CH:11]([CH3:13])[CH3:12])[C:9]=2[CH:10]=[C:2]([C:32]2[CH:33]=[CH:34][C:29]([F:28])=[CH:30][CH:31]=2)[CH:3]=1)=[O:16]. (5) The product is: [CH3:1][O:2][C:3](=[O:12])[CH:4]([C:5]1[CH:10]=[CH:9][C:8]([Br:11])=[CH:7][CH:6]=1)[CH3:14]. Given the reactants [CH3:1][O:2][C:3](=[O:12])[CH2:4][C:5]1[CH:10]=[CH:9][C:8]([Br:11])=[CH:7][CH:6]=1.[Li+].[CH3:14]C([N-]C(C)C)C.CI, predict the reaction product. (6) Given the reactants [CH3:1][N:2]1[CH2:7][CH2:6][C:5](=[O:8])[CH2:4][C:3]1=[O:9].N1C=CC=CC=1.[F:16][C:17]([F:30])([F:29])[S:18](O[S:18]([C:17]([F:30])([F:29])[F:16])(=[O:20])=[O:19])(=[O:20])=[O:19], predict the reaction product. The product is: [F:16][C:17]([F:30])([F:29])[S:18]([O:8][C:5]1[CH2:6][CH2:7][N:2]([CH3:1])[C:3](=[O:9])[CH:4]=1)(=[O:20])=[O:19].